Dataset: Reaction yield outcomes from USPTO patents with 853,638 reactions. Task: Predict the reaction yield, written as a fraction of the theoretical maximum amount of product (1.0 means a 100% yield; for example, 0.34 means a 34% yield). (1) The reactants are [NH2:1][CH2:2][CH2:3][CH2:4][NH:5][C:6](=[O:30])[C:7]1[C:12]([NH:13][C:14]2[C:19]([O:20][CH3:21])=[CH:18][N:17]=[C:16]([C:22]3[CH:27]=[C:26]([Cl:28])[CH:25]=[CH:24][C:23]=3[F:29])[N:15]=2)=[CH:11][CH:10]=[N:9][CH:8]=1.[C:31](Cl)(=[O:35])[CH:32]([CH3:34])[CH3:33].[CH3:37]N(C=O)C. No catalyst specified. The product is [Cl:28][C:26]1[CH:25]=[CH:24][C:23]([F:29])=[C:22]([C:16]2[N:15]=[C:14]([NH:13][C:12]3[C:7]([C:6]([NH:5][CH2:4][CH2:3][CH2:2][NH:1][C:31](=[O:35])[CH:32]([CH3:34])[CH2:33][CH3:37])=[O:30])=[CH:8][N:9]=[CH:10][CH:11]=3)[C:19]([O:20][CH3:21])=[CH:18][N:17]=2)[CH:27]=1. The yield is 0.160. (2) The reactants are [CH3:1][O:2][C:3]1[CH:4]=[C:5]2[C:10](=[CH:11][C:12]=1[O:13][CH3:14])[N:9]=[CH:8][N:7]=[C:6]2O.C(NC(C)C)(C)C.[Cl:23]CCCl. No catalyst specified. The product is [Cl:23][C:6]1[C:5]2[C:10](=[CH:11][C:12]([O:13][CH3:14])=[C:3]([O:2][CH3:1])[CH:4]=2)[N:9]=[CH:8][N:7]=1. The yield is 0.889. (3) The reactants are [CH2:1]([N:5]1[CH:9]=[C:8]([C:10]2[CH:15]=[CH:14][C:13]([Cl:16])=[CH:12][C:11]=2[Cl:17])[N:7]=[C:6]1[C@@H:18]([NH:27][C:28]([C@H:30]1[CH2:35][CH2:34][C@H:33]([CH2:36][CH3:37])[CH2:32][CH2:31]1)=[O:29])[CH2:19][C:20]1[CH:25]=[CH:24][C:23]([OH:26])=[CH:22][CH:21]=1)[CH:2]=[CH:3][CH3:4].I[C:39]1[CH:48]=[CH:47][C:42]([C:43]([O:45]C)=[O:44])=[CH:41][CH:40]=1. No catalyst specified. The product is [CH2:1]([N:5]1[CH:9]=[C:8]([C:10]2[CH:15]=[CH:14][C:13]([Cl:16])=[CH:12][C:11]=2[Cl:17])[N:7]=[C:6]1[C@@H:18]([NH:27][C:28]([C@H:30]1[CH2:35][CH2:34][C@H:33]([CH2:36][CH3:37])[CH2:32][CH2:31]1)=[O:29])[CH2:19][C:20]1[CH:21]=[CH:22][C:23]([O:26][C:39]2[CH:48]=[CH:47][C:42]([C:43]([OH:45])=[O:44])=[CH:41][CH:40]=2)=[CH:24][CH:25]=1)[C:2]#[C:3][CH3:4]. The yield is 0.690.